Dataset: Catalyst prediction with 721,799 reactions and 888 catalyst types from USPTO. Task: Predict which catalyst facilitates the given reaction. (1) Reactant: [I:1][C:2]1[CH:3]=[N:4][NH:5][CH:6]=1.C(=O)([O-])[O-].[Cs+].[Cs+].Br[CH2:14][CH2:15][O:16][CH:17]1[CH2:22][CH2:21][CH2:20][CH2:19][O:18]1. The catalyst class is: 3. Product: [I:1][C:2]1[CH:3]=[N:4][N:5]([CH2:14][CH2:15][O:16][CH:17]2[CH2:22][CH2:21][CH2:20][CH2:19][O:18]2)[CH:6]=1. (2) Reactant: [Cl:1][C:2]1[CH:7]=[CH:6][C:5]([CH:8]([C:10]2[CH:14]=[C:13]([C:15]3[CH:20]=[CH:19][N:18]=[C:17](F)[CH:16]=3)[S:12][C:11]=2[C:22]2[N:26]=[CH:25][N:24](C3CCCCO3)[N:23]=2)[OH:9])=[CH:4][CH:3]=1.[CH2:33]([CH2:35][NH2:36])[OH:34].C(N(CC)C(C)C)(C)C.CS(C)=O.O1CCOCC1.Cl. Product: [Cl:1][C:2]1[CH:7]=[CH:6][C:5]([CH:8]([OH:9])[C:10]2[CH:14]=[C:13]([C:15]3[CH:20]=[CH:19][N:18]=[C:17]([NH:36][CH2:35][CH2:33][OH:34])[CH:16]=3)[S:12][C:11]=2[C:22]2[NH:26][CH:25]=[N:24][N:23]=2)=[CH:4][CH:3]=1. The catalyst class is: 6. (3) Product: [NH2:1][C:4]1[CH:9]=[CH:8][C:7]([N:10]2[CH2:15][CH2:14][N:13]([C:16](=[O:18])[CH3:17])[CH2:12][CH2:11]2)=[CH:6][C:5]=1[NH:19][C:20]1[CH:25]=[CH:24][CH:23]=[CH:22][CH:21]=1. Reactant: [N+:1]([C:4]1[CH:9]=[CH:8][C:7]([N:10]2[CH2:15][CH2:14][N:13]([C:16](=[O:18])[CH3:17])[CH2:12][CH2:11]2)=[CH:6][C:5]=1[NH:19][C:20]1[CH:25]=[CH:24][CH:23]=[CH:22][CH:21]=1)([O-])=O. The catalyst class is: 29. (4) Reactant: [F:1][C:2]1[CH:9]=[C:8]([O:10][CH3:11])[CH:7]=[CH:6][C:3]=1[CH:4]=[O:5].[I:12]N1C(=O)CCC1=O.S([O-])([O-])=O.[Na+].[Na+]. Product: [F:1][C:2]1[CH:9]=[C:8]([O:10][CH3:11])[C:7]([I:12])=[CH:6][C:3]=1[CH:4]=[O:5]. The catalyst class is: 65. (5) Reactant: [N:1]([CH2:4][CH:5]1[CH2:9][C:8]2[CH:10]=[CH:11][CH:12]=[C:13]([C:14]3[CH:19]=[CH:18][CH:17]=[C:16]([Cl:20])[CH:15]=3)[C:7]=2[O:6]1)=[N+]=[N-]. Product: [Cl:20][C:16]1[CH:15]=[C:14]([C:13]2[C:7]3[O:6][CH:5]([CH2:4][NH2:1])[CH2:9][C:8]=3[CH:10]=[CH:11][CH:12]=2)[CH:19]=[CH:18][CH:17]=1. The catalyst class is: 553. (6) Reactant: [S:1]1[C:9]2[C:4](=[N:5][CH:6]=[CH:7][CH:8]=2)[CH:3]=[C:2]1[C:10](OC)=[O:11].[H-].[H-].[H-].[H-].[Li+].[Al+3].CO. Product: [S:1]1[C:9]2[C:4](=[N:5][CH:6]=[CH:7][CH:8]=2)[CH:3]=[C:2]1[CH2:10][OH:11]. The catalyst class is: 1.